This data is from Reaction yield outcomes from USPTO patents with 853,638 reactions. The task is: Predict the reaction yield, written as a fraction of the theoretical maximum amount of product (1.0 means a 100% yield; for example, 0.34 means a 34% yield). (1) The reactants are [Cl:1][C:2]1[C:3]([NH2:26])=[C:4]2[C:9](=[C:10]([C:12]3[O:13][C:14]([CH:17]4[CH2:22][CH2:21][N:20]([CH:23]5[CH2:25][CH2:24]5)[CH2:19][CH2:18]4)=[N:15][N:16]=3)[CH:11]=1)[O:8][CH2:7][CH2:6][CH2:5]2.[C:27]([OH:34])(=[O:33])/[CH:28]=[CH:29]/[C:30]([OH:32])=[O:31]. The catalyst is C(O)C. The product is [C:27]([OH:34])(=[O:33])/[CH:28]=[CH:29]/[C:30]([OH:32])=[O:31].[Cl:1][C:2]1[C:3]([NH2:26])=[C:4]2[C:9](=[C:10]([C:12]3[O:13][C:14]([CH:17]4[CH2:18][CH2:19][N:20]([CH:23]5[CH2:25][CH2:24]5)[CH2:21][CH2:22]4)=[N:15][N:16]=3)[CH:11]=1)[O:8][CH2:7][CH2:6][CH2:5]2.[Cl:1][C:2]1[C:3]([NH2:26])=[C:4]2[C:9](=[C:10]([C:12]3[O:13][C:14]([CH:17]4[CH2:18][CH2:19][N:20]([CH:23]5[CH2:25][CH2:24]5)[CH2:21][CH2:22]4)=[N:15][N:16]=3)[CH:11]=1)[O:8][CH2:7][CH2:6][CH2:5]2. The yield is 0.928. (2) The reactants are [C:1]1(=O)[CH2:6][CH2:5][CH2:4][CH2:3][CH2:2]1.[NH2:8][C:9]([NH2:11])=[S:10].[I:12]I. The catalyst is O. The product is [IH:12].[NH2:11][C:9]1[S:10][C:1]2[CH2:6][CH2:5][CH2:4][CH2:3][C:2]=2[N:8]=1. The yield is 0.570.